From a dataset of Forward reaction prediction with 1.9M reactions from USPTO patents (1976-2016). Predict the product of the given reaction. (1) Given the reactants [N+:1]([C:4]1[CH:9]=[CH:8][CH:7]=[CH:6][C:5]=1[NH:10][C:11]1[S:15][C:14]([C:16]([O:18][CH3:19])=[O:17])=[C:13]([O:20][Si](C(C)C)(C(C)C)C(C)C)[CH:12]=1)([O-])=O, predict the reaction product. The product is: [NH2:1][C:4]1[CH:9]=[CH:8][CH:7]=[CH:6][C:5]=1[NH:10][C:11]1[S:15][C:14]([C:16]([O:18][CH3:19])=[O:17])=[C:13]([OH:20])[CH:12]=1. (2) Given the reactants [Br:1][CH2:2][C:3]([C:5]1[C:10]([Cl:11])=[CH:9][C:8]([Cl:12])=[CH:7][N:6]=1)=O.Cl.[CH2:14]([O:16][NH2:17])[CH3:15], predict the reaction product. The product is: [CH2:14]([O:16][N:17]=[C:3]([C:5]1[C:10]([Cl:11])=[CH:9][C:8]([Cl:12])=[CH:7][N:6]=1)[CH2:2][Br:1])[CH3:15]. (3) The product is: [CH3:22][O:23][C:24]1[N:29]=[C:28]([O:30][CH3:31])[C:27]([C:2]2[CH:3]=[C:4]([N:8]3[C:12]4[CH:13]=[CH:14][C:15]([CH:17]([NH:19][CH:20]=[O:21])[CH3:18])=[CH:16][C:11]=4[N:10]=[CH:9]3)[CH:5]=[CH:6][CH:7]=2)=[CH:26][N:25]=1. Given the reactants Br[C:2]1[CH:3]=[C:4]([N:8]2[C:12]3[CH:13]=[CH:14][C:15]([CH:17]([NH:19][CH:20]=[O:21])[CH3:18])=[CH:16][C:11]=3[N:10]=[CH:9]2)[CH:5]=[CH:6][CH:7]=1.[CH3:22][O:23][C:24]1[N:29]=[C:28]([O:30][CH3:31])[C:27](B(O)O)=[CH:26][N:25]=1, predict the reaction product. (4) Given the reactants [CH2:1]([O:3][C:4]([C:6]1[CH:7]([C:35]2[CH:40]=[CH:39][CH:38]=[CH:37][C:36]=2[Cl:41])[N:8]([CH2:20][CH2:21][CH2:22][N:23]([CH3:34])[C:24](=[O:33])[CH2:25][CH2:26][C:27]2[CH:32]=[CH:31][CH:30]=[CH:29][CH:28]=2)[C:9](=[O:19])[NH:10][C:11]=1[CH2:12][O:13][CH2:14][CH2:15][N:16]=[N+]=[N-])=[O:5])[CH3:2], predict the reaction product. The product is: [CH2:1]([O:3][C:4]([C:6]1[CH:7]([C:35]2[CH:40]=[CH:39][CH:38]=[CH:37][C:36]=2[Cl:41])[N:8]([CH2:20][CH2:21][CH2:22][N:23]([CH3:34])[C:24](=[O:33])[CH2:25][CH2:26][C:27]2[CH:28]=[CH:29][CH:30]=[CH:31][CH:32]=2)[C:9](=[O:19])[NH:10][C:11]=1[CH2:12][O:13][CH2:14][CH2:15][NH2:16])=[O:5])[CH3:2].